Regression. Given two drug SMILES strings and cell line genomic features, predict the synergy score measuring deviation from expected non-interaction effect. From a dataset of Merck oncology drug combination screen with 23,052 pairs across 39 cell lines. (1) Cell line: EFM192B. Drug 2: COC1CC2CCC(C)C(O)(O2)C(=O)C(=O)N2CCCCC2C(=O)OC(C(C)CC2CCC(OP(C)(C)=O)C(OC)C2)CC(=O)C(C)C=C(C)C(O)C(OC)C(=O)C(C)CC(C)C=CC=CC=C1C. Synergy scores: synergy=52.0. Drug 1: Cc1nc(Nc2ncc(C(=O)Nc3c(C)cccc3Cl)s2)cc(N2CCN(CCO)CC2)n1. (2) Drug 1: COC12C(COC(N)=O)C3=C(C(=O)C(C)=C(N)C3=O)N1CC1NC12. Drug 2: O=C(NOCC(O)CO)c1ccc(F)c(F)c1Nc1ccc(I)cc1F. Cell line: COLO320DM. Synergy scores: synergy=2.45. (3) Drug 1: CC1CC2C3CCC4=CC(=O)C=CC4(C)C3(F)C(O)CC2(C)C1(O)C(=O)CO. Drug 2: COC1=C2CC(C)CC(OC)C(O)C(C)C=C(C)C(OC(N)=O)C(OC)C=CC=C(C)C(=O)NC(=CC1=O)C2=O. Cell line: UWB1289. Synergy scores: synergy=-1.77. (4) Drug 1: O=S1(=O)NC2(CN1CC(F)(F)F)C1CCC2Cc2cc(C=CCN3CCC(C(F)(F)F)CC3)ccc2C1. Drug 2: O=C(O)C1(Cc2cccc(Nc3nccs3)n2)CCC(Oc2cccc(Cl)c2F)CC1. Cell line: VCAP. Synergy scores: synergy=6.27. (5) Drug 1: Cn1nnc2c(C(N)=O)ncn2c1=O. Drug 2: NC1(c2ccc(-c3nc4ccn5c(=O)[nH]nc5c4cc3-c3ccccc3)cc2)CCC1. Cell line: DLD1. Synergy scores: synergy=8.78. (6) Drug 1: COC12C(COC(N)=O)C3=C(C(=O)C(C)=C(N)C3=O)N1CC1NC12. Drug 2: NC(=O)c1cccc2cn(-c3ccc(C4CCCNC4)cc3)nc12. Cell line: A375. Synergy scores: synergy=11.9. (7) Drug 1: O=c1[nH]cc(F)c(=O)[nH]1. Drug 2: CC(C)CC(NC(=O)C(Cc1ccccc1)NC(=O)c1cnccn1)B(O)O. Cell line: EFM192B. Synergy scores: synergy=-8.36.